This data is from Full USPTO retrosynthesis dataset with 1.9M reactions from patents (1976-2016). The task is: Predict the reactants needed to synthesize the given product. (1) The reactants are: [F:1][C:2]1[CH:7]=[CH:6][C:5]([C:8]2C=C(C(O)C)[O:10][N:9]=2)=[CH:4][CH:3]=1.FC1C=CC(C2C=C(C(=O)C)ON=2)=CC=1.FC1C=CC(C=O)=CC=1.Cl.NO. Given the product [F:1][C:2]1[CH:7]=[CH:6][C:5]([CH:8]=[N:9][OH:10])=[CH:4][CH:3]=1, predict the reactants needed to synthesize it. (2) Given the product [CH3:1][O:2][C:3](=[O:20])[C@@H:4]1[CH2:8][CH:7]([CH3:9])[CH2:6][NH:5]1, predict the reactants needed to synthesize it. The reactants are: [CH3:1][O:2][C:3](=[O:20])[C@@H:4]1[CH2:8][C:7](=[CH2:9])[CH2:6][N:5]1C(OCC1C=CC=CC=1)=O.[H][H]. (3) Given the product [Br:10][C:6]1[CH:7]=[CH:8][CH:9]=[C:2]([N:20]2[N:19]=[CH:18][C:17]3[C:22](=[CH:23][CH:24]=[C:15]([C:11]([CH3:13])([CH3:12])[CH3:14])[CH:16]=3)[C:21]2=[O:25])[C:3]=1[CH:4]=[O:5], predict the reactants needed to synthesize it. The reactants are: Br[C:2]1[CH:9]=[CH:8][CH:7]=[C:6]([Br:10])[C:3]=1[CH:4]=[O:5].[C:11]([C:15]1[CH:16]=[C:17]2[C:22](=[CH:23][CH:24]=1)[C:21](=[O:25])[NH:20][N:19]=[CH:18]2)([CH3:14])([CH3:13])[CH3:12].C(=O)([O-])[O-].[Cs+].[Cs+].COC1C2C(=C3C(=CC=2)C(OC)=CC=N3)N=CC=1. (4) Given the product [F:23][C:8]([F:7])([F:24])[C:9]1[CH:10]=[CH:11][C:12]([C:15]2[CH:16]=[CH:17][C:18]([CH2:21][OH:22])=[N:19][CH:20]=2)=[CH:13][CH:14]=1, predict the reactants needed to synthesize it. The reactants are: [H-].[Al+3].[Li+].[H-].[H-].[H-].[F:7][C:8]([F:24])([F:23])[C:9]1[CH:14]=[CH:13][C:12]([C:15]2[CH:16]=[CH:17][C:18]([CH:21]=[O:22])=[N:19][CH:20]=2)=[CH:11][CH:10]=1.[Cl-].[Na+].Cl. (5) Given the product [O:36]1[C:35]2[CH:40]=[CH:41][C:32]([CH2:31][N:8]([CH:9]3[CH2:14][CH2:13][N:12]([CH2:15][CH2:16][N:17]4[C:26]5[C:21](=[CH:22][CH:23]=[CH:24][CH:25]=5)[C:20]([C:27]([NH:58][S:55]([CH3:54])(=[O:57])=[O:56])=[O:28])=[CH:19][C:18]4=[O:30])[CH2:11][CH2:10]3)[C:6](=[O:7])[O:5][C:1]([CH3:4])([CH3:3])[CH3:2])=[CH:33][C:34]=2[O:39][CH2:38][CH2:37]1, predict the reactants needed to synthesize it. The reactants are: [C:1]([O:5][C:6]([N:8]([CH2:31][C:32]1[CH:41]=[CH:40][C:35]2[O:36][CH2:37][CH2:38][O:39][C:34]=2[CH:33]=1)[CH:9]1[CH2:14][CH2:13][N:12]([CH2:15][CH2:16][N:17]2[C:26]3[C:21](=[CH:22][CH:23]=[CH:24][CH:25]=3)[C:20]([C:27](O)=[O:28])=[CH:19][C:18]2=[O:30])[CH2:11][CH2:10]1)=[O:7])([CH3:4])([CH3:3])[CH3:2].C(N1C=CN=C1)(N1C=CN=C1)=O.[CH3:54][S:55]([NH2:58])(=[O:57])=[O:56].N12CCCN=C1CCCCC2. (6) Given the product [C:46]([O:25][C:23](=[O:24])[CH2:22][N:3]1[CH2:4][CH2:5][N:6]([C@@H:8]([C:15]2[CH:16]=[CH:17][C:18]([C:37]3[CH:38]=[CH:39][CH:40]=[CH:41][C:36]=3[CH3:35])=[CH:19][CH:20]=2)[C:9]2[CH:10]=[CH:11][CH:12]=[CH:13][CH:14]=2)[CH2:7][C@H:2]1[CH3:1])([CH3:47])([CH3:51])[CH3:45].[C:56]([O:25][C:23](=[O:24])[CH2:22][N:3]1[CH2:4][CH2:5][N:6]([C@@H:8]([C:15]2[CH:20]=[CH:19][C:18]([C:50]3[CH:49]=[CH:48][CH:47]=[C:46]([CH3:45])[CH:51]=3)=[CH:17][CH:16]=2)[C:9]2[CH:14]=[CH:13][CH:12]=[CH:11][CH:10]=2)[CH2:7][C@H:2]1[CH3:1])([CH3:61])([CH3:57])[CH3:55].[C:36]([O:25][C:23](=[O:24])[CH2:22][N:3]1[CH2:4][CH2:5][N:6]([C@@H:8]([C:15]2[CH:20]=[CH:19][C:18]([C:59]3[CH:60]=[CH:61][C:56]([CH3:55])=[CH:57][CH:58]=3)=[CH:17][CH:16]=2)[C:9]2[CH:14]=[CH:13][CH:12]=[CH:11][CH:10]=2)[CH2:7][C@H:2]1[CH3:1])([CH3:41])([CH3:37])[CH3:35], predict the reactants needed to synthesize it. The reactants are: [CH3:1][C@@H:2]1[CH2:7][N:6]([C@@H:8]([C:15]2[CH:20]=[CH:19][C:18](Br)=[CH:17][CH:16]=2)[C:9]2[CH:14]=[CH:13][CH:12]=[CH:11][CH:10]=2)[CH2:5][CH2:4][N:3]1[CH2:22][C:23]([O-:25])=[O:24].C1(B(O)O)C=CC=CC=1.[CH3:35][C:36]1[CH:41]=[CH:40][CH:39]=[CH:38][C:37]=1B(O)O.[CH3:45][C:46]1[CH:47]=[C:48](B(O)O)[CH:49]=[CH:50][CH:51]=1.[CH3:55][C:56]1[CH:61]=[CH:60][C:59](B(O)O)=[CH:58][CH:57]=1.